Dataset: Catalyst prediction with 721,799 reactions and 888 catalyst types from USPTO. Task: Predict which catalyst facilitates the given reaction. (1) Reactant: F[C:2]1[C:7]([O:8][C:9]([F:12])([F:11])[F:10])=[CH:6][CH:5]=[CH:4][C:3]=1[CH:13]1[CH2:18][CH2:17][N:16]([CH2:19][CH2:20][CH3:21])[CH2:15][CH2:14]1.C[O-].[Na+].O.[C:26](OCC)(=[O:28])C. Product: [CH3:26][O:28][C:2]1[C:7]([O:8][C:9]([F:12])([F:11])[F:10])=[CH:6][CH:5]=[CH:4][C:3]=1[CH:13]1[CH2:18][CH2:17][N:16]([CH2:19][CH2:20][CH3:21])[CH2:15][CH2:14]1. The catalyst class is: 405. (2) Reactant: [Br:1][C:2]1[CH:7]=[CH:6][CH:5]=[CH:4][C:3]=1[S:8][C:9]1[CH:16]=[CH:15][C:12]([CH:13]=[O:14])=[CH:11][CH:10]=1.[BH4-].[Na+]. Product: [Br:1][C:2]1[CH:7]=[CH:6][CH:5]=[CH:4][C:3]=1[S:8][C:9]1[CH:16]=[CH:15][C:12]([CH2:13][OH:14])=[CH:11][CH:10]=1. The catalyst class is: 8.